This data is from Catalyst prediction with 721,799 reactions and 888 catalyst types from USPTO. The task is: Predict which catalyst facilitates the given reaction. Reactant: [CH2:1]([O:8][C:9]1[C:14]([C:15]#[N:16])=[C:13]([NH:17][NH2:18])[N:12]=[CH:11][CH:10]=1)[C:2]1[CH:7]=[CH:6][CH:5]=[CH:4][CH:3]=1.CCN(CC)CC.[CH:26]1([CH2:29][C:30](Cl)=[O:31])[CH2:28][CH2:27]1. Product: [C:15]([C:14]1[C:13]([NH:17][NH:18][C:30](=[O:31])[CH2:29][CH:26]2[CH2:28][CH2:27]2)=[N:12][CH:11]=[CH:10][C:9]=1[O:8][CH2:1][C:2]1[CH:3]=[CH:4][CH:5]=[CH:6][CH:7]=1)#[N:16]. The catalyst class is: 2.